From a dataset of Full USPTO retrosynthesis dataset with 1.9M reactions from patents (1976-2016). Predict the reactants needed to synthesize the given product. Given the product [CH3:15][O:8][C:7](=[O:9])[C:6]1[CH:10]=[CH:11][C:3]([C:1]#[N:2])=[CH:4][C:5]=1[F:12], predict the reactants needed to synthesize it. The reactants are: [C:1]([C:3]1[CH:11]=[CH:10][C:6]([C:7]([OH:9])=[O:8])=[C:5]([F:12])[CH:4]=1)#[N:2].CO.[CH3:15][Si](C=[N+]=[N-])(C)C.C(O)(=O)C.